Dataset: Forward reaction prediction with 1.9M reactions from USPTO patents (1976-2016). Task: Predict the product of the given reaction. (1) Given the reactants [C:1]([O:5][C@@H:6]([C:10]1[C:33]([CH3:34])=[CH:32][C:13]2[N:14]=[C:15]([C:17]3[CH:22]=[CH:21][CH:20]=[C:19]([N:23]4[CH2:28][CH2:27][N:26]([CH:29]([CH3:31])[CH3:30])[CH2:25][CH2:24]4)[N:18]=3)[S:16][C:12]=2[C:11]=1[C:35]1[CH:40]=[CH:39][C:38]([Cl:41])=[CH:37][CH:36]=1)[C:7]([OH:9])=[O:8])([CH3:4])([CH3:3])[CH3:2].[O:42]1CC(N2CCNCC2)C1, predict the reaction product. The product is: [C:1]([O:5][C@@H:6]([C:10]1[C:33]([CH3:34])=[CH:32][C:13]2[N:14]=[C:15]([C:17]3[CH:22]=[CH:21][CH:20]=[C:19]([N:23]4[CH2:28][CH2:27][N:26]([CH:29]5[CH2:30][O:42][CH2:31]5)[CH2:25][CH2:24]4)[N:18]=3)[S:16][C:12]=2[C:11]=1[C:35]1[CH:36]=[CH:37][C:38]([Cl:41])=[CH:39][CH:40]=1)[C:7]([OH:9])=[O:8])([CH3:3])([CH3:4])[CH3:2]. (2) Given the reactants [CH2:1]1[C:3]2([CH2:8][CH2:7][CH2:6][CH2:5][C@@H:4]2[CH2:9][N:10]2[CH2:15][CH2:14][CH:13]([N:16]3[C:20]4[CH:21]=[CH:22][CH:23]=[CH:24][C:19]=4[NH:18][C:17]3=[O:25])[CH2:12][CH2:11]2)[CH2:2]1.[H-].[Na+].CC1C=CC(S(O[CH2:39][C@@H:40]2[CH2:44][O:43][C:42]([CH3:46])([CH3:45])[O:41]2)(=O)=O)=CC=1.O, predict the reaction product. The product is: [CH3:45][C:42]1([CH3:46])[O:41][C@H:40]([CH2:39][N:18]2[C:19]3[CH:24]=[CH:23][CH:22]=[CH:21][C:20]=3[N:16]([CH:13]3[CH2:12][CH2:11][N:10]([CH2:9][C@H:4]4[CH2:5][CH2:6][CH2:7][CH2:8][C:3]54[CH2:2][CH2:1]5)[CH2:15][CH2:14]3)[C:17]2=[O:25])[CH2:44][O:43]1. (3) Given the reactants C(NC(C)C)(C)C.C([Li])CCC.[F:13][C:14]1[CH:15]=[C:16]2[C:26]3[C:21](=[CH:22][N:23]=[C:24]([C:27]4[CH:28]=[N:29][CH:30]=[CH:31][CH:32]=4)[CH:25]=3)[N:20]([S:33]([C:36]3[CH:41]=[CH:40][C:39]([CH3:42])=[CH:38][CH:37]=3)(=[O:35])=[O:34])[C:17]2=[N:18][CH:19]=1.C1(C)C(S([Cl:52])(=O)=O)=CC=CC=1.[Cl-].[NH4+], predict the reaction product. The product is: [F:13][C:14]1[C:15]([Cl:52])=[C:16]2[C:26]3[C:21](=[CH:22][N:23]=[C:24]([C:27]4[CH:28]=[N:29][CH:30]=[CH:31][CH:32]=4)[CH:25]=3)[N:20]([S:33]([C:36]3[CH:37]=[CH:38][C:39]([CH3:42])=[CH:40][CH:41]=3)(=[O:35])=[O:34])[C:17]2=[N:18][CH:19]=1. (4) Given the reactants [CH2:1]([N:8]([CH2:10][CH2:11][OH:12])[CH3:9])[C:2]1[CH:7]=[CH:6][CH:5]=[CH:4][CH:3]=1.[C:13](OCCC)(=[O:20])[C:14]1[CH:19]=[CH:18][CH:17]=[CH:16][CH:15]=1.[OH-].[K+], predict the reaction product. The product is: [C:13]([O:12][CH2:11][CH2:10][N:8]([CH2:1][C:2]1[CH:7]=[CH:6][CH:5]=[CH:4][CH:3]=1)[CH3:9])(=[O:20])[C:14]1[CH:19]=[CH:18][CH:17]=[CH:16][CH:15]=1. (5) Given the reactants Br[C:2]1[S:6][C:5]([N+:7]([O-:9])=[O:8])=[C:4]([C:10]([NH2:12])=[O:11])[CH:3]=1.[F:13][C:14]1[CH:19]=[C:18]([N:20]2[CH2:25][CH2:24][O:23][CH2:22][CH2:21]2)[CH:17]=[C:16]([F:26])[C:15]=1B(O)O, predict the reaction product. The product is: [F:26][C:16]1[CH:17]=[C:18]([N:20]2[CH2:21][CH2:22][O:23][CH2:24][CH2:25]2)[CH:19]=[C:14]([F:13])[C:15]=1[C:2]1[S:6][C:5]([N+:7]([O-:9])=[O:8])=[C:4]([C:10]([NH2:12])=[O:11])[CH:3]=1. (6) Given the reactants C([O:3][C:4]([C:6]1[CH:7]=[C:8]2[C:13](=[CH:14][CH:15]=1)[NH:12][CH:11]([C:16]1[CH:21]=[CH:20][CH:19]=[C:18]([N:22]([CH3:26])[C:23]([NH2:25])=[O:24])[CH:17]=1)[C:10]([CH3:28])([CH3:27])[CH2:9]2)=[O:5])C.Cl, predict the reaction product. The product is: [CH3:27][C:10]1([CH3:28])[CH2:9][C:8]2[C:13](=[CH:14][CH:15]=[C:6]([C:4]([OH:5])=[O:3])[CH:7]=2)[NH:12][CH:11]1[C:16]1[CH:21]=[CH:20][CH:19]=[C:18]([N:22]([CH3:26])[C:23]([NH2:25])=[O:24])[CH:17]=1. (7) Given the reactants [C:1]([O:5][C:6](=[O:20])[NH:7][C:8]12[CH2:17][CH:12]3[CH2:13][CH:14]([CH2:16][C:10]([CH:18]=O)([CH2:11]3)[CH2:9]1)[CH2:15]2)([CH3:4])([CH3:3])[CH3:2].[C:21]([O-])([O-])=O.[K+].[K+].[N+](=C(P(=O)(OC)OC)C(=O)C)=[N-], predict the reaction product. The product is: [C:18]([C:10]12[CH2:16][CH:14]3[CH2:13][CH:12]([CH2:17][C:8]([NH:7][C:6](=[O:20])[O:5][C:1]([CH3:4])([CH3:2])[CH3:3])([CH2:15]3)[CH2:9]1)[CH2:11]2)#[CH:21].